This data is from Forward reaction prediction with 1.9M reactions from USPTO patents (1976-2016). The task is: Predict the product of the given reaction. (1) The product is: [C:1]([O:5][C:6]([N:8]1[CH2:12][C@H:11]([CH2:13][CH2:14][C:15]2[CH:20]=[CH:19][CH:18]=[CH:17][CH:16]=2)[C@@H:10]([CH2:21][OH:22])[CH2:9]1)=[O:7])([CH3:4])([CH3:3])[CH3:2]. Given the reactants [C:1]([O:5][C:6]([N:8]1[CH2:12][C@H:11]([CH2:13][CH2:14][C:15]2[CH:20]=[CH:19][CH:18]=[CH:17][CH:16]=2)[C@@H:10]([C:21](O)=[O:22])[CH2:9]1)=[O:7])([CH3:4])([CH3:3])[CH3:2].CSC.B.CO, predict the reaction product. (2) Given the reactants [Cl:1][C:2]1[CH:3]=[C:4]([C:8](=[N:20]O)[CH2:9][C:10]2[CH:15]=[CH:14][C:13]([C:16]([F:19])([F:18])[F:17])=[CH:12][N:11]=2)[CH:5]=[CH:6][CH:7]=1.CS(Cl)(=O)=O.C(N(CC)CC)C, predict the reaction product. The product is: [Cl:1][C:2]1[CH:3]=[C:4]([C:8]2[CH:9]=[C:10]3[CH:15]=[CH:14][C:13]([C:16]([F:19])([F:18])[F:17])=[CH:12][N:11]3[N:20]=2)[CH:5]=[CH:6][CH:7]=1. (3) Given the reactants [CH3:1][C:2]1([CH3:14])[CH2:7][O:6][C:5]2([CH2:12][CH2:11][CH:10]([OH:13])[CH2:9][CH2:8]2)[O:4][CH2:3]1.[H-].[Na+].Cl[C:18]1[CH:25]=[CH:24][C:21]([C:22]#[N:23])=[CH:20][N:19]=1, predict the reaction product. The product is: [CH3:1][C:2]1([CH3:14])[CH2:3][O:4][C:5]2([CH2:8][CH2:9][CH:10]([O:13][C:18]3[CH:25]=[CH:24][C:21]([C:22]#[N:23])=[CH:20][N:19]=3)[CH2:11][CH2:12]2)[O:6][CH2:7]1. (4) The product is: [C:1]([O:5][C:6]([NH:8][CH:9]([CH2:13][C:14]1[CH:19]=[CH:18][C:17]([C:20]#[N:21])=[CH:16][CH:15]=1)[C:10]([N:25]([CH:26]([CH3:28])[CH3:27])[CH:22]([CH3:24])[CH3:23])=[O:12])=[O:7])([CH3:2])([CH3:3])[CH3:4]. Given the reactants [C:1]([O:5][C:6]([NH:8][CH:9]([CH2:13][C:14]1[CH:19]=[CH:18][C:17]([C:20]#[N:21])=[CH:16][CH:15]=1)[C:10]([OH:12])=O)=[O:7])([CH3:4])([CH3:3])[CH3:2].[CH:22]([NH:25][CH:26]([CH3:28])[CH3:27])([CH3:24])[CH3:23].C(N(CC)CC)C.F[P-](F)(F)(F)(F)F.Br[P+](N1CCCC1)(N1CCCC1)N1CCCC1, predict the reaction product. (5) Given the reactants [Si]([O:8][C@H:9]1[CH2:14][CH2:13][C@H:12]([CH2:15][C@H:16]([NH:30][C:31](=[O:37])[O:32][C:33]([CH3:36])([CH3:35])[CH3:34])[CH2:17][N:18]([C:20]([O:22][CH2:23][C:24]2[CH:29]=[CH:28][CH:27]=[CH:26][CH:25]=2)=[O:21])[CH3:19])[CH2:11][CH2:10]1)(C(C)(C)C)(C)C.[N+](CCCC)(CCCC)(CCCC)CCCC.[F-].C1COCC1, predict the reaction product. The product is: [OH:8][C@H:9]1[CH2:14][CH2:13][C@H:12]([CH2:15][C@H:16]([NH:30][C:31](=[O:37])[O:32][C:33]([CH3:35])([CH3:34])[CH3:36])[CH2:17][N:18]([C:20]([O:22][CH2:23][C:24]2[CH:25]=[CH:26][CH:27]=[CH:28][CH:29]=2)=[O:21])[CH3:19])[CH2:11][CH2:10]1. (6) Given the reactants [CH2:1]([C:3]1[N:7]([C:8]2[N:16]=[C:15]3[C:11]([N:12]=[C:13]([CH:18]=O)[N:14]3[CH3:17])=[C:10]([N:20]3[CH2:25][CH2:24][O:23][CH2:22][CH2:21]3)[N:9]=2)[C:6]2[CH:26]=[CH:27][CH:28]=[CH:29][C:5]=2[N:4]=1)[CH3:2].[NH:30]1[CH2:33][CH:32]([N:34]2[CH2:39][CH2:38][N:37]([CH3:40])[C:36](=[O:41])[CH2:35]2)[CH2:31]1.C(O[BH-](OC(=O)C)OC(=O)C)(=O)C.[Na+], predict the reaction product. The product is: [CH2:1]([C:3]1[N:7]([C:8]2[N:16]=[C:15]3[C:11]([N:12]=[C:13]([CH2:18][N:30]4[CH2:31][CH:32]([N:34]5[CH2:39][CH2:38][N:37]([CH3:40])[C:36](=[O:41])[CH2:35]5)[CH2:33]4)[N:14]3[CH3:17])=[C:10]([N:20]3[CH2:25][CH2:24][O:23][CH2:22][CH2:21]3)[N:9]=2)[C:6]2[CH:26]=[CH:27][CH:28]=[CH:29][C:5]=2[N:4]=1)[CH3:2]. (7) The product is: [CH3:7][O:8][C:9](=[O:24])[C:10]([NH:23][C:3]([O:2][CH3:1])=[O:4])([CH2:15][CH2:16][C:17]1[CH:22]=[CH:21][CH:20]=[CH:19][CH:18]=1)[CH2:11][CH2:12][S:13][CH3:14]. Given the reactants [CH3:1][O:2][C:3](Cl)=[O:4].Cl.[CH3:7][O:8][C:9](=[O:24])[C:10]([NH2:23])([CH2:15][CH2:16][C:17]1[CH:22]=[CH:21][CH:20]=[CH:19][CH:18]=1)[CH2:11][CH2:12][S:13][CH3:14].CCN(C(C)C)C(C)C, predict the reaction product.